Predict the product of the given reaction. From a dataset of Forward reaction prediction with 1.9M reactions from USPTO patents (1976-2016). (1) Given the reactants [N:1]1([C@H:7]2[CH2:11][C@@H:10]([OH:12])[CH:9]=[CH:8]2)[CH2:6][CH2:5][CH2:4][CH2:3][CH2:2]1, predict the reaction product. The product is: [N:1]1([C@@H:7]2[CH2:8][CH2:9][C@H:10]([OH:12])[CH2:11]2)[CH2:6][CH2:5][CH2:4][CH2:3][CH2:2]1. (2) Given the reactants C([Li])CCC.Br[C:7]1[C:12]([F:13])=[CH:11][CH:10]=[CH:9][N:8]=1.[C:14]([O:18][C:19]([N:21]1[CH:26]2[CH2:27][CH2:28][CH:22]1[CH2:23][C:24](=[O:29])[CH2:25]2)=[O:20])([CH3:17])([CH3:16])[CH3:15].C(O)(=O)C, predict the reaction product. The product is: [C:14]([O:18][C:19]([N:21]1[CH:26]2[CH2:27][CH2:28][CH:22]1[CH2:23][C:24]([C:7]1[C:12]([F:13])=[CH:11][CH:10]=[CH:9][N:8]=1)([OH:29])[CH2:25]2)=[O:20])([CH3:17])([CH3:15])[CH3:16]. (3) Given the reactants [CH3:1][N:2]([CH2:4][CH:5]([C:13]1([OH:19])[CH2:18][CH2:17][CH2:16][CH2:15][CH2:14]1)[C:6]1[CH:7]=[CH:8][C:9]([OH:12])=[CH:10][CH:11]=1)[CH3:3].[C:20]([OH:27])(=[O:26])/[CH:21]=[CH:22]/[C:23]([OH:25])=[O:24], predict the reaction product. The product is: [CH3:1][N:2]([CH2:4][CH:5]([C:13]1([OH:19])[CH2:18][CH2:17][CH2:16][CH2:15][CH2:14]1)[C:6]1[CH:11]=[CH:10][C:9]([OH:12])=[CH:8][CH:7]=1)[CH3:3].[CH:21](/[C:20]([OH:27])=[O:26])=[CH:22]\[C:23]([OH:25])=[O:24]. (4) The product is: [N+:14]([C:7]1[CH:6]=[C:5]([NH2:10])[C:4]2[CH2:3][CH2:2][CH2:1][C:9]=2[CH:8]=1)([O-:16])=[O:15]. Given the reactants [CH2:1]1[C:9]2[C:4](=[C:5]([NH:10]C(=O)C)[CH:6]=[CH:7][CH:8]=2)[CH2:3][CH2:2]1.[N+:14]([O-])([OH:16])=[O:15], predict the reaction product. (5) Given the reactants [C:1]([O:4][C@@H:5]1[C@@H:18]([O:19][C:20](=[O:22])[CH3:21])[C@H:17]([O:23][C:24](=[O:26])[CH3:25])[CH2:16][S:15][C@H:6]1[O:7][C:8]1[CH:9]=[N:10][CH:11]=[C:12](Br)[CH:13]=1)(=[O:3])[CH3:2].[F:27][C:28]1[CH:33]=[C:32]([F:34])[CH:31]=[CH:30][C:29]=1B(O)O, predict the reaction product. The product is: [C:1]([O:4][C@@H:5]1[C@@H:18]([O:19][C:20](=[O:22])[CH3:21])[C@H:17]([O:23][C:24](=[O:26])[CH3:25])[CH2:16][S:15][C@H:6]1[O:7][C:8]1[CH:9]=[N:10][CH:11]=[C:12]([C:31]2[CH:30]=[CH:29][C:28]([F:27])=[CH:33][C:32]=2[F:34])[CH:13]=1)(=[O:3])[CH3:2]. (6) Given the reactants [C:1]1([C:10]2[CH:15]=[CH:14][CH:13]=[CH:12][CH:11]=2)[CH:6]=[CH:5][CH:4]=[C:3]([C:7]([OH:9])=O)[CH:2]=1.C(Cl)(=O)C(Cl)=O.[F:22][C:23]([F:44])([F:43])[O:24][C:25]1[CH:30]=[CH:29][C:28]([N:31]2[CH:35]=[N:34][C:33]([C:36]3[CH:42]=[CH:41][C:39]([NH2:40])=[CH:38][CH:37]=3)=[N:32]2)=[CH:27][CH:26]=1.C(N(C(C)C)CC)(C)C, predict the reaction product. The product is: [F:44][C:23]([F:22])([F:43])[O:24][C:25]1[CH:26]=[CH:27][C:28]([N:31]2[CH:35]=[N:34][C:33]([C:36]3[CH:42]=[CH:41][C:39]([NH:40][C:7]([C:3]4[CH:2]=[C:1]([C:10]5[CH:15]=[CH:14][CH:13]=[CH:12][CH:11]=5)[CH:6]=[CH:5][CH:4]=4)=[O:9])=[CH:38][CH:37]=3)=[N:32]2)=[CH:29][CH:30]=1. (7) The product is: [CH3:9][O:8][C:6]([C:4]1[N:3]([CH:30]2[C:39]3[C:34](=[CH:35][CH:36]=[CH:37][CH:38]=3)[N:33]([C:40](=[O:41])[C:42]3[CH:47]=[CH:46][CH:45]=[CH:44][CH:43]=3)[CH2:32][C:31]2([CH3:49])[CH3:48])[CH:2]=[N:1][CH:5]=1)=[O:7]. Given the reactants [NH:1]1[CH:5]=[C:4]([C:6]([O:8][CH3:9])=[O:7])[N:3]=[CH:2]1.C1(P(C2C=CC=CC=2)C2C=CC=CC=2)C=CC=CC=1.O[CH:30]1[C:39]2[C:34](=[CH:35][CH:36]=[CH:37][CH:38]=2)[N:33]([C:40]([C:42]2[CH:47]=[CH:46][CH:45]=[CH:44][CH:43]=2)=[O:41])[CH2:32][C:31]1([CH3:49])[CH3:48].CC(OC(/N=N/C(OC(C)C)=O)=O)C, predict the reaction product. (8) The product is: [N+:1]([C:4]1[CH:9]=[CH:8][CH:7]=[CH:6][C:5]=1[NH:10][C:11]([O:26][CH:25]([CH:22]1[CH2:21][CH2:20][NH:19][CH2:24][CH2:23]1)[C:22]1[CH:23]=[CH:24][N:19]=[CH:20][CH:21]=1)=[O:12])([O-:3])=[O:2]. Given the reactants [N+:1]([C:4]1[CH:9]=[CH:8][CH:7]=[CH:6][C:5]=1[N:10]=[C:11]=[O:12])([O-:3])=[O:2].N1C=CC([N:19]2[CH2:24][CH2:23][CH:22]([CH2:25][OH:26])[CH2:21][CH2:20]2)=CC=1, predict the reaction product. (9) Given the reactants N(C1N=NC(C2C=CC=CC=2)=CN=1)N.[NH:15]([C:17]1[N:18]=[N:19][C:20]([C:23]2[CH:28]=[CH:27][CH:26]=[C:25]([OH:29])[CH:24]=2)=[CH:21][N:22]=1)[NH2:16].N1C2C(=CC(CC(O)=O)=CC=2)C=CC=1.[N:44]1[C:53]2[C:48](=[CH:49][CH:50]=[CH:51][CH:52]=2)[C:47]([O:54][CH2:55][C:56](O)=[O:57])=[CH:46][CH:45]=1, predict the reaction product. The product is: [OH:29][C:25]1[CH:24]=[C:23]([C:20]2[N:19]=[N:18][C:17]([NH:15][NH:16][C:56](=[O:57])[CH2:55][O:54][C:47]3[C:48]4[C:53](=[CH:52][CH:51]=[CH:50][CH:49]=4)[N:44]=[CH:45][CH:46]=3)=[N:22][CH:21]=2)[CH:28]=[CH:27][CH:26]=1.